This data is from Catalyst prediction with 721,799 reactions and 888 catalyst types from USPTO. The task is: Predict which catalyst facilitates the given reaction. (1) Reactant: [CH3:1][O:2][C:3](=[O:26])[CH2:4][CH2:5][CH2:6][CH2:7][CH2:8][O:9][C:10]1[CH:11]=[CH:12][C:13]2[N:17]=[C:16]([SH:18])[N:15]([C:19]3[CH:24]=[CH:23][CH:22]=[CH:21][CH:20]=3)[C:14]=2[CH:25]=1.[CH2:27](I)[CH2:28][CH3:29].C(=O)([O-])O.[K+].C1CC2OCCOCCOC3C(OCCOCCOC2CC1)CCCC3. Product: [CH3:1][O:2][C:3](=[O:26])[CH2:4][CH2:5][CH2:6][CH2:7][CH2:8][O:9][C:10]1[CH:11]=[CH:12][C:13]2[N:17]=[C:16]([S:18][CH2:27][CH2:28][CH3:29])[N:15]([C:19]3[CH:20]=[CH:21][CH:22]=[CH:23][CH:24]=3)[C:14]=2[CH:25]=1. The catalyst class is: 9. (2) Reactant: [F:8][C:7]([F:10])([F:9])[C:6](O[C:6](=[O:11])[C:7]([F:10])([F:9])[F:8])=[O:11].[F:14][C:15]1[CH:20]=[CH:19][C:18]([O:21][CH3:22])=[CH:17][C:16]=1[C:23]1[C:24]([C:39]([NH:41][NH2:42])=[O:40])=[CH:25][C:26]([O:29][CH2:30][C:31]2[CH:36]=[CH:35][C:34]([O:37][CH3:38])=[CH:33][CH:32]=2)=[CH:27][CH:28]=1.C(N(CC)CC)C.C(=O)([O-])O.[Na+]. Product: [F:14][C:15]1[CH:20]=[CH:19][C:18]([O:21][CH3:22])=[CH:17][C:16]=1[C:23]1[C:24]([C:39]([NH:41][NH:42][C:6](=[O:11])[C:7]([F:8])([F:9])[F:10])=[O:40])=[CH:25][C:26]([O:29][CH2:30][C:31]2[CH:36]=[CH:35][C:34]([O:37][CH3:38])=[CH:33][CH:32]=2)=[CH:27][CH:28]=1. The catalyst class is: 1. (3) Reactant: [C:1]1([CH2:7][CH2:8][CH2:9][CH2:10]C(O)=O)[CH:6]=[CH:5][CH:4]=[CH:3][CH:2]=1.[I:14]N1C(C)(C)C(=O)N(C)C1=O. Product: [I:14][CH2:10][CH2:9][CH2:8][CH2:7][C:1]1[CH:6]=[CH:5][CH:4]=[CH:3][CH:2]=1. The catalyst class is: 25. (4) Reactant: Cl[C:2]1[C:7]([C:8]2[N:13]=[CH:12][N:11]=[C:10]([NH:14][CH3:15])[CH:9]=2)=[CH:6][CH:5]=[CH:4][N:3]=1.[NH2:16][C:17]1[C:26]([CH3:27])=[CH:25][CH:24]=[C:23]2[C:18]=1[CH:19]=[CH:20][NH:21][C:22]2=[O:28].C1(P(C2CCCCC2)C2C=CC=CC=2C2C=CC=CC=2N(C)C)CCCCC1. Product: [CH3:27][C:26]1[C:17]([NH:16][C:2]2[C:7]([C:8]3[CH:9]=[C:10]([NH:14][CH3:15])[N:11]=[CH:12][N:13]=3)=[CH:6][CH:5]=[CH:4][N:3]=2)=[C:18]2[C:23](=[CH:24][CH:25]=1)[C:22](=[O:28])[NH:21][CH:20]=[CH:19]2. The catalyst class is: 110. (5) Reactant: C1(N2C(=O)C3SC=[C:16]([C:17]4[CH:22]=[CH:21][CH:20]=[CH:19][CH:18]=4)[C:10]=3[N:9]=[CH:8]2)C=CC=CC=1.[NH2:23][C:24]1[C:28]([C:29]2[CH:34]=[CH:33][CH:32]=[CH:31][C:30]=2[F:35])=[CH:27][S:26][C:25]=1[C:36]([O:38]C)=O.C(OCC)(OCC)OCC.C1(N)CCCCCCC1. Product: [CH:10]1([N:9]2[C:36](=[O:38])[C:25]3[S:26][CH:27]=[C:28]([C:29]4[CH:34]=[CH:33][CH:32]=[CH:31][C:30]=4[F:35])[C:24]=3[N:23]=[CH:8]2)[CH2:16][CH2:17][CH2:22][CH2:21][CH2:20][CH2:19][CH2:18]1. The catalyst class is: 15.